This data is from Catalyst prediction with 721,799 reactions and 888 catalyst types from USPTO. The task is: Predict which catalyst facilitates the given reaction. Reactant: C(N(CC)CC)C.[CH3:8][S:9](Cl)(=[O:11])=[O:10].[Cl:13][C:14]1[CH:15]=[C:16]([C:20]2[O:24][N:23]=[C:22]([CH2:25][OH:26])[CH:21]=2)[CH:17]=[CH:18][CH:19]=1. Product: [Cl:13][C:14]1[CH:15]=[C:16]([C:20]2[O:24][N:23]=[C:22]([CH2:25][O:26][S:9]([CH3:8])(=[O:11])=[O:10])[CH:21]=2)[CH:17]=[CH:18][CH:19]=1. The catalyst class is: 4.